Binary Classification. Given a drug SMILES string, predict its activity (active/inactive) in a high-throughput screening assay against a specified biological target. From a dataset of M1 muscarinic receptor antagonist screen with 61,756 compounds. (1) The drug is s1c(C(=O)N2CCN(CC2)C(=O)Cc2ccccc2)ccc1. The result is 0 (inactive). (2) The compound is S1c2c(N(C(=O)C1)CC(O)=O)cccc2. The result is 0 (inactive). (3) The drug is S(c1n(c2c(n1)cccc2)CC(=O)NCc1ccccc1)CC(=O)NCc1occc1. The result is 0 (inactive). (4) The molecule is OP(=O)(CN1CCCCCC1=O)CCc1ccccc1. The result is 0 (inactive). (5) The drug is S(=O)(=O)(N1C(CCC1)C(=O)NC1CCCCC1)c1c2nsnc2ccc1. The result is 0 (inactive). (6) The compound is O=C(NCc1cccnc1)c1nnn(CCc2ccccc2)c1. The result is 0 (inactive). (7) The drug is s1c2c(CCC2)c2c1n(c(=O)n(c2=O)c1ccc(OCC)cc1)CC(=O)NCc1occc1. The result is 0 (inactive). (8) The result is 0 (inactive). The molecule is s1c2c(nc1SCC(=O)Nc1nonc1N)cccc2. (9) The compound is N(c1ccccc1)(c1ccccc1)c1nc(nc(n1)C#N)N. The result is 0 (inactive).